Task: Predict the product of the given reaction.. Dataset: Forward reaction prediction with 1.9M reactions from USPTO patents (1976-2016) Given the reactants [F:1][C:2]1[CH:7]=[CH:6][C:5]([F:8])=[CH:4][C:3]=1[C:9]1[CH2:13][N:12]([CH2:14][CH2:15][C:16]([O:18]C)=[O:17])[C@H:11]([C:20]2[CH:25]=[CH:24][CH:23]=[CH:22][CH:21]=2)[CH:10]=1.[OH-].[Na+], predict the reaction product. The product is: [F:1][C:2]1[CH:7]=[CH:6][C:5]([F:8])=[CH:4][C:3]=1[C:9]1[CH2:13][N:12]([CH2:14][CH2:15][C:16]([OH:18])=[O:17])[C@H:11]([C:20]2[CH:21]=[CH:22][CH:23]=[CH:24][CH:25]=2)[CH:10]=1.